Dataset: Full USPTO retrosynthesis dataset with 1.9M reactions from patents (1976-2016). Task: Predict the reactants needed to synthesize the given product. (1) Given the product [ClH:1].[NH2:47][CH2:46][C@H:43]1[CH2:44][CH2:45][C@H:40]([C:38]([NH:37][C@@H:22]([CH2:21][C:18]2[CH:17]=[CH:16][C:15]([C:10]3[CH:11]=[CH:12][CH:13]=[CH:14][C:9]=3[NH:8][C:6](=[O:7])[CH2:5][N:3]([CH3:4])[CH3:2])=[CH:20][CH:19]=2)[C:23](=[O:36])[NH:24][C:25]2[CH:26]=[CH:27][C:28]([C:31]3[N:35]=[N:34][NH:33][N:32]=3)=[CH:29][CH:30]=2)=[O:39])[CH2:41][CH2:42]1, predict the reactants needed to synthesize it. The reactants are: [ClH:1].[CH3:2][N:3]([CH2:5][C:6]([NH:8][C:9]1[CH:14]=[CH:13][CH:12]=[CH:11][C:10]=1[C:15]1[CH:20]=[CH:19][C:18]([CH2:21][C@H:22]([NH:37][C:38]([C@H:40]2[CH2:45][CH2:44][C@H:43]([CH2:46][NH:47]C(=O)OC(C)(C)C)[CH2:42][CH2:41]2)=[O:39])[C:23](=[O:36])[NH:24][C:25]2[CH:30]=[CH:29][C:28]([C:31]3[N:32]=[N:33][NH:34][N:35]=3)=[CH:27][CH:26]=2)=[CH:17][CH:16]=1)=[O:7])[CH3:4]. (2) Given the product [Cl:7][C:8]1[CH:13]=[C:12]([O:21][CH2:20][CH2:19][O:18][CH3:17])[CH:11]=[CH:10][N:9]=1, predict the reactants needed to synthesize it. The reactants are: CC([O-])(C)C.[K+].[Cl:7][C:8]1[CH:13]=[C:12]([N+]([O-])=O)[CH:11]=[CH:10][N:9]=1.[CH3:17][O:18][CH2:19][CH2:20][OH:21]. (3) Given the product [CH3:21][O:13][C:12]([C:11]1[C:10]2[C:5](=[CH:6][CH:7]=[CH:8][CH:9]=2)[N:4]=[C:3]([C:15]2[CH:20]=[CH:19][CH:18]=[CH:17][CH:16]=2)[C:2]=1[CH3:1])=[O:14], predict the reactants needed to synthesize it. The reactants are: [CH3:1][C:2]1[C:3]([C:15]2[CH:20]=[CH:19][CH:18]=[CH:17][CH:16]=2)=[N:4][C:5]2[C:10]([C:11]=1[C:12]([OH:14])=[O:13])=[CH:9][CH:8]=[CH:7][CH:6]=2.[C:21](Cl)(=O)C(Cl)=O. (4) Given the product [CH3:1][O:2][C:3]([C:5]1[N:6]([C:28]2[CH:33]=[CH:32][CH:31]=[CH:30][CH:29]=2)[C:7]2[C:12]([C:13](=[O:26])[C:14]=1[CH2:15][C:16]1[CH:21]=[CH:20][C:19]([C:22]([OH:24])=[O:23])=[CH:18][CH:17]=1)=[CH:11][CH:10]=[C:9]([Cl:27])[CH:8]=2)=[O:4], predict the reactants needed to synthesize it. The reactants are: [CH3:1][O:2][C:3]([C:5]1[N:6]([C:28]2[CH:33]=[CH:32][CH:31]=[CH:30][CH:29]=2)[C:7]2[C:12]([C:13](=[O:26])[C:14]=1[CH2:15][C:16]1[CH:21]=[CH:20][C:19]([C:22]([O:24]C)=[O:23])=[CH:18][CH:17]=1)=[CH:11][CH:10]=[C:9]([Cl:27])[CH:8]=2)=[O:4].[Li+].[OH-]. (5) Given the product [CH2:6]([N:45]([C:44]1[S:43][C:42]2[CH:59]=[CH:60][CH:61]=[CH:62][C:41]=2[C:40]=1[CH3:39])[S:46]([C:49]1[CH:50]=[CH:51][C:52]([C:55]([O:57][CH3:58])=[O:56])=[CH:53][CH:54]=1)(=[O:48])=[O:47])[CH2:1][CH2:2][CH3:3], predict the reactants needed to synthesize it. The reactants are: [C:1]1(P([C:1]2[CH:6]=CC=[CH:3][CH:2]=2)[C:1]2[CH:6]=CC=[CH:3][CH:2]=2)[CH:6]=CC=[CH:3][CH:2]=1.CCOC(/N=N/C(OCC)=O)=O.C1(C)C=CC=CC=1.[CH3:39][C:40]1[C:41]2[CH:62]=[CH:61][CH:60]=[CH:59][C:42]=2[S:43][C:44]=1[NH:45][S:46]([C:49]1[CH:54]=[CH:53][C:52]([C:55]([O:57][CH3:58])=[O:56])=[CH:51][CH:50]=1)(=[O:48])=[O:47].C(O)CCC.